The task is: Regression. Given a peptide amino acid sequence and an MHC pseudo amino acid sequence, predict their binding affinity value. This is MHC class I binding data.. This data is from Peptide-MHC class I binding affinity with 185,985 pairs from IEDB/IMGT. (1) The peptide sequence is KYIHCFRKPH. The MHC is HLA-A68:01 with pseudo-sequence HLA-A68:01. The binding affinity (normalized) is 0. (2) The peptide sequence is GRAVICGKY. The MHC is HLA-B27:05 with pseudo-sequence HLA-B27:05. The binding affinity (normalized) is 0.680. (3) The peptide sequence is DIALALEQY. The MHC is HLA-A68:01 with pseudo-sequence HLA-A68:01. The binding affinity (normalized) is 0.455. (4) The peptide sequence is IEGEETYYT. The MHC is Mamu-A11 with pseudo-sequence Mamu-A11. The binding affinity (normalized) is 0.131. (5) The MHC is HLA-B18:01 with pseudo-sequence HLA-B18:01. The binding affinity (normalized) is 0.213. The peptide sequence is HVIQNAFRK. (6) The MHC is HLA-B53:01 with pseudo-sequence HLA-B53:01. The binding affinity (normalized) is 0.305. The peptide sequence is LALKEFKEF. (7) The peptide sequence is AIVCRFDTR. The MHC is HLA-A31:01 with pseudo-sequence HLA-A31:01. The binding affinity (normalized) is 0.548.